The task is: Regression/Classification. Given a drug SMILES string, predict its absorption, distribution, metabolism, or excretion properties. Task type varies by dataset: regression for continuous measurements (e.g., permeability, clearance, half-life) or binary classification for categorical outcomes (e.g., BBB penetration, CYP inhibition). Dataset: cyp2c19_veith.. This data is from CYP2C19 inhibition data for predicting drug metabolism from PubChem BioAssay. (1) The compound is N[C@@]1(C(=O)O)CCC[C@@H]1C(=O)O. The result is 0 (non-inhibitor). (2) The compound is Brc1ccc([C@H]2CN3CCSC3=N2)cc1. The result is 0 (non-inhibitor). (3) The molecule is Cc1ccc(S(=O)(=O)Oc2cc(N)c3c(n2)CCC3)cc1. The result is 1 (inhibitor). (4) The compound is COc1cccc(-c2ccc3ncnc(NCc4cccs4)c3c2)c1. The result is 1 (inhibitor). (5) The drug is O=C(c1cc(C(F)(F)F)cc(C(F)(F)F)c1)N1CCC2(CCN(Cc3nccs3)CC2)CC1. The result is 0 (non-inhibitor). (6) The compound is O=P(C(c1ccc2c(c1)OCO2)N1CCOCC1)(N1CCOCC1)N1CCOCC1. The result is 0 (non-inhibitor).